From a dataset of Forward reaction prediction with 1.9M reactions from USPTO patents (1976-2016). Predict the product of the given reaction. (1) Given the reactants [C:1]([O:5][C:6]([NH:8][CH2:9][CH2:10][C:11]([C:17]1[CH:22]=[CH:21][C:20]([Cl:23])=[CH:19][CH:18]=1)([CH3:16])[C:12]([O:14]C)=[O:13])=[O:7])([CH3:4])([CH3:3])[CH3:2].O[Li].O, predict the reaction product. The product is: [C:1]([O:5][C:6]([NH:8][CH2:9][CH2:10][C:11]([C:17]1[CH:22]=[CH:21][C:20]([Cl:23])=[CH:19][CH:18]=1)([CH3:16])[C:12]([OH:14])=[O:13])=[O:7])([CH3:2])([CH3:3])[CH3:4]. (2) Given the reactants [CH:1]([N:4]1[CH2:9][CH2:8][CH:7]([NH:10][S:11]([CH2:14][CH2:15][NH:16][C:17]([C:19]2[S:20][C:21]([Cl:24])=[CH:22][CH:23]=2)=[O:18])(=[O:13])=[O:12])[CH2:6][CH2:5]1)([CH3:3])[CH3:2].[C:25]([OH:32])(=[O:31])/[CH:26]=[CH:27]/[C:28]([OH:30])=[O:29], predict the reaction product. The product is: [C:25]([OH:32])(=[O:31])/[CH:26]=[CH:27]/[C:28]([OH:30])=[O:29].[CH:1]([N:4]1[CH2:9][CH2:8][CH:7]([NH:10][S:11]([CH2:14][CH2:15][NH:16][C:17]([C:19]2[S:20][C:21]([Cl:24])=[CH:22][CH:23]=2)=[O:18])(=[O:12])=[O:13])[CH2:6][CH2:5]1)([CH3:3])[CH3:2]. (3) Given the reactants [CH3:1][O:2][CH:3]1[C:7]([CH3:9])([CH3:8])[O:6][C:5](=[O:10])[N:4]1[CH2:11][C:12]1[CH:17]=[CH:16][CH:15]=[CH:14][C:13]=1[N+:18]([O-])=O.[Cl-].[NH4+].C(O)C.O, predict the reaction product. The product is: [NH2:18][C:13]1[CH:14]=[CH:15][CH:16]=[CH:17][C:12]=1[CH2:11][N:4]1[CH:3]([O:2][CH3:1])[C:7]([CH3:9])([CH3:8])[O:6][C:5]1=[O:10]. (4) The product is: [Br:1][C:2]1[CH:7]=[C:6]([NH:8][C:9]([CH3:12])([CH3:11])[CH3:10])[C:5]([NH2:13])=[CH:4][CH:3]=1. Given the reactants [Br:1][C:2]1[CH:3]=[CH:4][C:5]([N+:13]([O-])=O)=[C:6]([NH:8][C:9]([CH3:12])([CH3:11])[CH3:10])[CH:7]=1, predict the reaction product. (5) Given the reactants Br[C:2]1[CH:7]=[CH:6][C:5]([N+:8]([O-:10])=[O:9])=[CH:4][CH:3]=1.[CH:11]1(/[CH:17]=[C:18](\B2OC(C)(C)C(C)(C)O2)/[CH2:19][OH:20])[CH2:16][CH2:15][CH2:14][CH2:13][CH2:12]1.[F-].[Cs+], predict the reaction product. The product is: [CH:11]1(/[CH:17]=[C:18](\[C:2]2[CH:7]=[CH:6][C:5]([N+:8]([O-:10])=[O:9])=[CH:4][CH:3]=2)/[CH2:19][OH:20])[CH2:16][CH2:15][CH2:14][CH2:13][CH2:12]1. (6) Given the reactants C(O)(C(F)(F)F)=O.C(OC(=O)[NH:14][C:15]1[S:16][C@:17]2([C:41](=[O:43])[NH2:42])[C@H:19]([C@:20]([C:23]3[CH:28]=[C:27]([NH:29][C:30](=[O:38])[C:31]4[CH:36]=[CH:35][C:34]([Cl:37])=[CH:33][N:32]=4)[CH:26]=[C:25]([F:39])[C:24]=3[F:40])([CH3:22])[N:21]=1)[CH2:18]2)(C)(C)C, predict the reaction product. The product is: [NH2:14][C:15]1[S:16][C@:17]2([C:41]([NH2:42])=[O:43])[C@H:19]([C@:20]([C:23]3[CH:28]=[C:27]([NH:29][C:30](=[O:38])[C:31]4[CH:36]=[CH:35][C:34]([Cl:37])=[CH:33][N:32]=4)[CH:26]=[C:25]([F:39])[C:24]=3[F:40])([CH3:22])[N:21]=1)[CH2:18]2.